From a dataset of Reaction yield outcomes from USPTO patents with 853,638 reactions. Predict the reaction yield, written as a fraction of the theoretical maximum amount of product (1.0 means a 100% yield; for example, 0.34 means a 34% yield). The reactants are [F-].C([N+](CCCC)(CCCC)CCCC)CCC.[C:19]([O:23][C:24]([NH:26][C@@:27]1([C:45]([O:47][C:48]([CH3:51])([CH3:50])[CH3:49])=[O:46])[CH2:32][C@H:31](OS(C)(=O)=O)[C@@H:30]2[C@H:28]1[C@H:29]2[C:38]([O:40][C:41]([CH3:44])([CH3:43])[CH3:42])=[O:39])=[O:25])([CH3:22])([CH3:21])[CH3:20]. The catalyst is O1CCCC1.O. The product is [C:19]([O:23][C:24]([NH:26][C@@:27]1([C:45]([O:47][C:48]([CH3:51])([CH3:50])[CH3:49])=[O:46])[CH:32]=[CH:31][C@@H:30]2[C@H:28]1[C@H:29]2[C:38]([O:40][C:41]([CH3:43])([CH3:42])[CH3:44])=[O:39])=[O:25])([CH3:22])([CH3:20])[CH3:21]. The yield is 0.480.